Dataset: Reaction yield outcomes from USPTO patents with 853,638 reactions. Task: Predict the reaction yield, written as a fraction of the theoretical maximum amount of product (1.0 means a 100% yield; for example, 0.34 means a 34% yield). (1) The reactants are CC1C=CC(C)=CC=1.[C:9]([O:12][C:13]1[CH:14]=[C:15]([CH:19]=[C:20]([O:22][C:23](=[O:25])[CH3:24])[CH:21]=1)[C:16](Cl)=O)(=[O:11])[CH3:10].[F:26][C:27]1[CH:34]=[CH:33][C:30]([CH:31]=C)=[CH:29][CH:28]=1.CN1CCOCC1. The catalyst is CC([O-])=O.CC([O-])=O.[Pd+2].[Cl-].C(C1C=CC=C(C(C)C)C=1[NH+]1CCN(C2C(C(C)C)=CC=CC=2C(C)C)C1)(C)C.CCOC(C)=O. The product is [C:9]([O:12][C:13]1[CH:14]=[C:15]([CH:16]=[CH:31][C:30]2[CH:33]=[CH:34][C:27]([F:26])=[CH:28][CH:29]=2)[CH:19]=[C:20]([O:22][C:23](=[O:25])[CH3:24])[CH:21]=1)(=[O:11])[CH3:10]. The yield is 0.730. (2) The reactants are [Cl:1][C:2]1[CH:3]=[C:4]([N:10]2[C@@H:15]([CH3:16])[CH2:14][N:13]([C:17]([NH:19][CH2:20][C:21]3[CH:30]=[CH:29][C:24]([C:25]([O:27]C)=[O:26])=[CH:23][CH:22]=3)=[O:18])[C@H:12]([CH3:31])[CH2:11]2)[CH:5]=[CH:6][C:7]=1[C:8]#[N:9].[OH-].[Na+]. The catalyst is CO.C1COCC1. The product is [Cl:1][C:2]1[CH:3]=[C:4]([N:10]2[C@@H:15]([CH3:16])[CH2:14][N:13]([C:17]([NH:19][CH2:20][C:21]3[CH:22]=[CH:23][C:24]([C:25]([OH:27])=[O:26])=[CH:29][CH:30]=3)=[O:18])[C@H:12]([CH3:31])[CH2:11]2)[CH:5]=[CH:6][C:7]=1[C:8]#[N:9]. The yield is 0.910. (3) The reactants are [F:1][C:2]1[CH:7]=[CH:6][CH:5]=[C:4]([F:8])[C:3]=1[N:9]1[C:14]2[N:15]=[C:16]([N:29]3[CH2:34][CH2:33][CH:32]([N:35]4[CH2:40][CH2:39][CH:38]([CH3:41])[CH2:37][CH2:36]4)[CH2:31][CH2:30]3)[N:17]=[C:18]([C:19]3[CH:20]=[C:21]([CH:25]=[CH:26][C:27]=3[CH3:28])[C:22]([OH:24])=O)[C:13]=2[CH:12]=[CH:11][C:10]1=[O:42].CN(C(O[N:58]1N=[N:58][C:53]2[CH:54]=[CH:55][CH:55]=[CH:54][C:53]1=2)=[N+](C)C)C.F[P-](F)(F)(F)(F)F.C(N(CC)CC)C.C1(N)CC1. The catalyst is CN(C=O)C. The product is [CH:53]1([NH:58][C:22](=[O:24])[C:21]2[CH:25]=[CH:26][C:27]([CH3:28])=[C:19]([C:18]3[C:13]4[CH:12]=[CH:11][C:10](=[O:42])[N:9]([C:3]5[C:2]([F:1])=[CH:7][CH:6]=[CH:5][C:4]=5[F:8])[C:14]=4[N:15]=[C:16]([N:29]4[CH2:34][CH2:33][CH:32]([N:35]5[CH2:40][CH2:39][CH:38]([CH3:41])[CH2:37][CH2:36]5)[CH2:31][CH2:30]4)[N:17]=3)[CH:20]=2)[CH2:55][CH2:54]1. The yield is 0.410. (4) The reactants are [H-].[Na+].[F:3][C:4]1[CH:9]=[CH:8][C:7]([CH2:10][C:11]#[N:12])=[CH:6][CH:5]=1.Br[CH2:14][C:15]([O:20][CH3:21])([O:18][CH3:19])[CH2:16]Br. The catalyst is CN(C=O)C. The product is [F:3][C:4]1[CH:9]=[CH:8][C:7]([C:10]2([C:11]#[N:12])[CH2:16][C:15]([O:20][CH3:21])([O:18][CH3:19])[CH2:14]2)=[CH:6][CH:5]=1. The yield is 0.400.